Dataset: Full USPTO retrosynthesis dataset with 1.9M reactions from patents (1976-2016). Task: Predict the reactants needed to synthesize the given product. (1) Given the product [C:13]([CH2:15][C:16]([NH:12][C:10]1[S:11][C:7]([C:1]2[CH:2]=[CH:3][CH:4]=[CH:5][CH:6]=2)=[N:8][N:9]=1)=[O:17])#[N:14], predict the reactants needed to synthesize it. The reactants are: [C:1]1([C:7]2[S:11][C:10]([NH2:12])=[N:9][N:8]=2)[CH:6]=[CH:5][CH:4]=[CH:3][CH:2]=1.[C:13]([CH2:15][C:16](O)=[O:17])#[N:14].CCN=C=NCCCN(C)C.Cl. (2) Given the product [C:15]1([CH:7]([C:1]2[CH:2]=[CH:3][CH:4]=[CH:5][CH:6]=2)[C:8]2[CH:9]=[CH:10][C:11](=[O:14])[N:12]([CH2:28][CH2:29][CH2:30][O:31][C:32]3[CH:33]=[C:34]([CH:42]=[CH:43][CH:44]=3)[O:35][CH2:36][C:37]([O:39][CH2:40][CH3:41])=[O:38])[N:13]=2)[CH:16]=[CH:17][CH:18]=[CH:19][CH:20]=1, predict the reactants needed to synthesize it. The reactants are: [C:1]1([CH:7]([C:15]2[CH:20]=[CH:19][CH:18]=[CH:17][CH:16]=2)[C:8]2[CH:9]=[CH:10][C:11](=[O:14])[NH:12][N:13]=2)[CH:6]=[CH:5][CH:4]=[CH:3][CH:2]=1.[H-].[Na+].CS(O[CH2:28][CH2:29][CH2:30][O:31][C:32]1[CH:33]=[C:34]([CH:42]=[CH:43][CH:44]=1)[O:35][CH2:36][C:37]([O:39][CH2:40][CH3:41])=[O:38])(=O)=O. (3) Given the product [CH3:1][S:2]([OH:5])(=[O:4])=[O:3].[CH2:6]([O:12][C:13]([NH:15][C:16](=[NH:51])[C:17]1[CH:22]=[CH:21][C:20]([NH:23][CH2:24][C:25]2[N:29]([CH3:30])[C:28]3[CH:31]=[CH:32][C:33]([C:35]([N:37]([C:45]4[CH:50]=[CH:49][CH:48]=[CH:47][N:46]=4)[CH2:38][CH2:39][C:40]([O:42][CH2:43][CH3:44])=[O:41])=[O:36])=[CH:34][C:27]=3[N:26]=2)=[CH:19][CH:18]=1)=[O:14])[CH2:7][CH2:8][CH2:9][CH2:10][CH3:11], predict the reactants needed to synthesize it. The reactants are: [CH3:1][S:2]([OH:5])(=[O:4])=[O:3].[CH2:6]([O:12][C:13]([NH:15][C:16](=[NH:51])[C:17]1[CH:22]=[CH:21][C:20]([NH:23][CH2:24][C:25]2[N:29]([CH3:30])[C:28]3[CH:31]=[CH:32][C:33]([C:35]([N:37]([C:45]4[CH:50]=[CH:49][CH:48]=[CH:47][N:46]=4)[CH2:38][CH2:39][C:40]([O:42][CH2:43][CH3:44])=[O:41])=[O:36])=[CH:34][C:27]=3[N:26]=2)=[CH:19][CH:18]=1)=[O:14])[CH2:7][CH2:8][CH2:9][CH2:10][CH3:11]. (4) Given the product [CH3:11][N:10]([CH3:12])[CH2:9][CH2:8][N:1]1[CH:5]=[CH:4][CH:3]=[N:2]1, predict the reactants needed to synthesize it. The reactants are: [NH:1]1[CH:5]=[CH:4][CH:3]=[N:2]1.Cl.Cl[CH2:8][CH2:9][N:10]([CH3:12])[CH3:11].C(=O)([O-])[O-].[K+].[K+]. (5) Given the product [CH3:6][C:7]1[N:8]=[C:9]([NH2:22])[S:10][C:11]=1[C:12]1[CH:13]=[N:14][CH:15]=[C:16]([C:18]([F:21])([F:20])[F:19])[CH:17]=1, predict the reactants needed to synthesize it. The reactants are: C[Si](Cl)(C)C.[CH3:6][C:7]1[N:8]=[C:9]([NH:22]C(=O)C)[S:10][C:11]=1[C:12]1[CH:13]=[N:14][CH:15]=[C:16]([C:18]([F:21])([F:20])[F:19])[CH:17]=1. (6) Given the product [CH3:21][S:18]([O:22][CH:14]1[CH2:15][CH2:16][O:10][CH:9]([C:7]2[CH:6]=[CH:5][CH:4]=[C:3]([C:2]([F:11])([F:1])[F:12])[N:8]=2)[CH2:13]1)(=[O:20])=[O:19], predict the reactants needed to synthesize it. The reactants are: [F:1][C:2]([F:12])([F:11])[C:3]1[N:8]=[C:7]([CH:9]=[O:10])[CH:6]=[CH:5][CH:4]=1.[CH2:13](O)[CH2:14][CH:15]=[CH2:16].[S:18]([OH:22])([CH3:21])(=[O:20])=[O:19].C([O-])(O)=O.[Na+]. (7) Given the product [NH2:1][C:2]1[C:11]([C:12]([NH:14][C:15]2[CH:20]=[CH:19][N:18]=[CH:17][C:16]=2[N:21]2[CH2:22][CH2:23][CH:24]([C:27]([OH:29])=[O:28])[CH2:25][CH2:26]2)=[O:13])=[C:5]2[N:6]=[CH:7][C:8]([F:10])=[CH:9][N:4]2[N:3]=1, predict the reactants needed to synthesize it. The reactants are: [NH2:1][C:2]1[C:11]([C:12]([NH:14][C:15]2[CH:20]=[CH:19][N:18]=[CH:17][C:16]=2[N:21]2[CH2:26][CH2:25][CH:24]([C:27]([O:29]C(C)(C)C)=[O:28])[CH2:23][CH2:22]2)=[O:13])=[C:5]2[N:6]=[CH:7][C:8]([F:10])=[CH:9][N:4]2[N:3]=1.C(O)(C(F)(F)F)=O.